From a dataset of Forward reaction prediction with 1.9M reactions from USPTO patents (1976-2016). Predict the product of the given reaction. The product is: [NH2:39][S:36]([C:32]1[S:31][C:30]([N:29]([CH3:28])[C:14](=[O:16])[CH2:13][C:10]2[CH:9]=[CH:8][C:7]([C:2]3[CH:3]=[CH:4][CH:5]=[CH:6][N:1]=3)=[CH:12][CH:11]=2)=[N:34][C:33]=1[CH3:35])(=[O:37])=[O:38]. Given the reactants [N:1]1[CH:6]=[CH:5][CH:4]=[CH:3][C:2]=1[C:7]1[CH:12]=[CH:11][C:10]([CH2:13][C:14]([OH:16])=O)=[CH:9][CH:8]=1.O.ON1C2C=CC=CC=2N=N1.[CH3:28][NH:29][C:30]1[S:31][C:32]([S:36]([NH2:39])(=[O:38])=[O:37])=[C:33]([CH3:35])[N:34]=1.Cl.CN(C)CCCN=C=NCC, predict the reaction product.